Dataset: Forward reaction prediction with 1.9M reactions from USPTO patents (1976-2016). Task: Predict the product of the given reaction. (1) Given the reactants [C:1]([C:5]1[N:6]=[C:7]([N:16]2[CH2:20][CH2:19][C:18]([F:22])([F:21])[CH2:17]2)[C:8]2[C:9](=[N:11][N:12]([CH2:14][CH3:15])[N:13]=2)[N:10]=1)([CH3:4])([CH3:3])[CH3:2].C(C1N=C(N2CCC(F)(F)C2)C2N=NNC=2N=1)(C)(C)C.ClC[C:45]1[CH:50]=[CH:49][CH:48]=C[C:46]=1[O:51][CH3:52], predict the reaction product. The product is: [C:1]([C:5]1[N:6]=[C:7]([N:16]2[CH2:20][CH2:19][C:18]([F:21])([F:22])[CH2:17]2)[C:8]2[C:9](=[N:11][N:12]([CH2:14][C:15]3[CH:48]=[CH:49][CH:50]=[CH:45][C:46]=3[O:51][CH3:52])[N:13]=2)[N:10]=1)([CH3:2])([CH3:3])[CH3:4]. (2) Given the reactants [F:1][C:2]1[CH:10]=[CH:9][C:5]([C:6]([OH:8])=[O:7])=[C:4]([OH:11])[CH:3]=1.[H-].[Na+].Cl[CH2:15][O:16][CH3:17].Cl.[CH3:19]N(C)C=O, predict the reaction product. The product is: [CH3:19][O:7][C:6](=[O:8])[C:5]1[CH:9]=[CH:10][C:2]([F:1])=[CH:3][C:4]=1[O:11][CH2:15][O:16][CH3:17]. (3) Given the reactants [CH3:1][C:2]1[CH:10]=[C:9]([CH3:11])[C:8]([C:12]2[N:13]=[C:14]([CH:18]3[CH2:22][CH2:21][O:20][CH2:19]3)[NH:15][C:16]=2[CH3:17])=[CH:7][C:3]=1[C:4](O)=[O:5].Cl.[NH:24]1[CH2:27][CH:26]([C:28]2[CH:35]=[CH:34][C:31]([C:32]#[N:33])=[CH:30][CH:29]=2)[CH2:25]1.CCN=C=NCCCN(C)C.C1C=CC2N(O)N=NC=2C=1.CCN(C(C)C)C(C)C, predict the reaction product. The product is: [CH3:1][C:2]1[CH:10]=[C:9]([CH3:11])[C:8]([C:12]2[N:13]=[C:14]([CH:18]3[CH2:22][CH2:21][O:20][CH2:19]3)[NH:15][C:16]=2[CH3:17])=[CH:7][C:3]=1[C:4]([N:24]1[CH2:27][CH:26]([C:28]2[CH:35]=[CH:34][C:31]([C:32]#[N:33])=[CH:30][CH:29]=2)[CH2:25]1)=[O:5]. (4) Given the reactants [F:1][C:2]1[CH:3]=[C:4]([CH:57]=[C:58]([F:60])[CH:59]=1)[CH2:5][C:6]1[CH:7]=[C:8]2[C:12](=[CH:13][CH:14]=1)[N:11](C(C1C=CC=CC=1)(C1C=CC=CC=1)C1C=CC=CC=1)[N:10]=[C:9]2[NH:34][C:35](=[O:56])[C:36]1[CH:41]=[C:40]([C:42]([N:44]2[CH2:48][CH2:47][CH2:46][C@H:45]2[CH2:49][N:50]2[CH2:54][CH2:53][CH2:52][CH2:51]2)=[O:43])[CH:39]=[CH:38][C:37]=1[F:55].C(O)(C(F)(F)F)=O, predict the reaction product. The product is: [F:1][C:2]1[CH:3]=[C:4]([CH:57]=[C:58]([F:60])[CH:59]=1)[CH2:5][C:6]1[CH:7]=[C:8]2[C:12](=[CH:13][CH:14]=1)[NH:11][N:10]=[C:9]2[NH:34][C:35](=[O:56])[C:36]1[CH:41]=[C:40]([C:42]([N:44]2[CH2:48][CH2:47][CH2:46][C@H:45]2[CH2:49][N:50]2[CH2:54][CH2:53][CH2:52][CH2:51]2)=[O:43])[CH:39]=[CH:38][C:37]=1[F:55]. (5) Given the reactants [N:1]1[C:10]2[C:5](=[CH:6][CH:7]=[CH:8][N:9]=2)[C:4](O)=[CH:3][CH:2]=1.[Br-:12].[Br-].[Br-].[P+3]=O.N, predict the reaction product. The product is: [Br:12][C:4]1[C:5]2[C:10](=[N:9][CH:8]=[CH:7][CH:6]=2)[N:1]=[CH:2][CH:3]=1.